This data is from Forward reaction prediction with 1.9M reactions from USPTO patents (1976-2016). The task is: Predict the product of the given reaction. (1) Given the reactants [CH2:1]([N:8]1[CH2:13][CH2:12][C:11]([C:15]2[CH:20]=[CH:19][CH:18]=[CH:17][C:16]=2[O:21][CH3:22])(O)[CH2:10][CH2:9]1)[C:2]1[CH:7]=[CH:6][CH:5]=[CH:4][CH:3]=1.S(=O)(=O)(O)[O-].[K+].C(=O)([O-])[O-].[Na+].[Na+], predict the reaction product. The product is: [CH2:1]([N:8]1[CH2:9][CH:10]=[C:11]([C:15]2[CH:20]=[CH:19][CH:18]=[CH:17][C:16]=2[O:21][CH3:22])[CH2:12][CH2:13]1)[C:2]1[CH:3]=[CH:4][CH:5]=[CH:6][CH:7]=1. (2) The product is: [NH2:39][C:38]1[N:37]=[CH:36][N:35]=[C:34]2[N:30]([CH:2]([C:4]3[O:5][C:6](=[O:29])[C:7]4[C:12]([C:13]=3[C:14]3[CH:19]=[CH:18][CH:17]=[C:16]([S:20]([N:23]5[CH2:28][CH2:27][O:26][CH2:25][CH2:24]5)(=[O:22])=[O:21])[CH:15]=3)=[CH:11][CH:10]=[CH:9][CH:8]=4)[CH3:3])[N:31]=[CH:32][C:33]=12. Given the reactants Br[CH:2]([C:4]1[O:5][C:6](=[O:29])[C:7]2[C:12]([C:13]=1[C:14]1[CH:19]=[CH:18][CH:17]=[C:16]([S:20]([N:23]3[CH2:28][CH2:27][O:26][CH2:25][CH2:24]3)(=[O:22])=[O:21])[CH:15]=1)=[CH:11][CH:10]=[CH:9][CH:8]=2)[CH3:3].[NH:30]1[C:34]2=[N:35][CH:36]=[N:37][C:38]([NH2:39])=[C:33]2[CH:32]=[N:31]1.C([O-])([O-])=O.[K+].[K+], predict the reaction product. (3) Given the reactants [O-]P([O-])([O-])=O.[K+].[K+].[K+].FC(F)(F)S(O[C:15]1[CH2:20][CH2:19][CH:18]([O:21][Si](C(C)(C)C)(C)C)[CH2:17][CH:16]=1)(=O)=O.[F:31][C:32]1[C:37](B(O)O)=[CH:36][CH:35]=[CH:34][N:33]=1, predict the reaction product. The product is: [F:31][C:32]1[C:37]([C:15]2[CH2:20][CH2:19][CH:18]([OH:21])[CH2:17][CH:16]=2)=[CH:36][CH:35]=[CH:34][N:33]=1. (4) Given the reactants [Cl:1][C:2]1[S:6][C:5]([C:7]#[N:8])=[CH:4][C:3]=1[CH2:9][OH:10].CC(OI1(OC(C)=O)(OC(C)=O)OC(=O)C2C=CC=CC1=2)=O, predict the reaction product. The product is: [Cl:1][C:2]1[S:6][C:5]([C:7]#[N:8])=[CH:4][C:3]=1[CH:9]=[O:10].